From a dataset of Full USPTO retrosynthesis dataset with 1.9M reactions from patents (1976-2016). Predict the reactants needed to synthesize the given product. (1) Given the product [F:1][C:32]1[CH:33]=[C:34]2[C:39](=[CH:40][CH:41]=1)[N:38]=[CH:37][N:36]=[C:35]2[O:42][CH2:43][CH2:44][C:45]1[CH:50]=[CH:49][C:48]([C:51]([CH3:54])([CH3:53])[CH3:52])=[CH:47][CH:46]=1, predict the reactants needed to synthesize it. The reactants are: [F-:1].[K+].C1N2CCOCCOCCN(CCOCCOCC2)CCOCCOC1.[N+]([C:32]1[CH:33]=[C:34]2[C:39](=[CH:40][CH:41]=1)[N:38]=[CH:37][N:36]=[C:35]2[O:42][CH2:43][CH2:44][C:45]1[CH:50]=[CH:49][C:48]([C:51]([CH3:54])([CH3:53])[CH3:52])=[CH:47][CH:46]=1)([O-])=O.O. (2) Given the product [CH3:17][N:3]1[CH:7]=[CH:6][N:5]=[C:4]1[C:8]1[CH:9]=[CH:10][C:11]([C:14](=[O:16])[CH3:15])=[CH:12][CH:13]=1, predict the reactants needed to synthesize it. The reactants are: [H-].[Na+].[NH:3]1[CH:7]=[CH:6][N:5]=[C:4]1[C:8]1[CH:13]=[CH:12][C:11]([C:14](=[O:16])[CH3:15])=[CH:10][CH:9]=1.[CH3:17]I.